Dataset: Full USPTO retrosynthesis dataset with 1.9M reactions from patents (1976-2016). Task: Predict the reactants needed to synthesize the given product. (1) Given the product [CH2:6]([N:3]([CH2:4][CH3:5])[CH2:1][CH3:2])[CH:8]1[O:10][CH2:9]1, predict the reactants needed to synthesize it. The reactants are: [CH2:1]([NH:3][CH2:4][CH3:5])[CH3:2].[CH2:6]([CH:8]1[O:10][CH2:9]1)Cl.[OH-].[Na+]. (2) Given the product [Cl:1][C:2]1[CH:10]=[CH:9][C:8]2[N:7](/[CH:33]=[C:34](/[C:36]3[CH:40]=[CH:39][S:38][CH:37]=3)\[CH3:35])[C:6]3[CH2:11][CH2:12][N:13]([CH3:15])[CH2:14][C:5]=3[C:4]=2[CH:3]=1, predict the reactants needed to synthesize it. The reactants are: [Cl:1][C:2]1[CH:10]=[CH:9][C:8]2[NH:7][C:6]3[CH2:11][CH2:12][N:13]([CH3:15])[CH2:14][C:5]=3[C:4]=2[CH:3]=1.P([O-])([O-])([O-])=O.[K+].[K+].[K+].N1CCC[C@H]1C(O)=O.Br[CH:33]=[C:34]([C:36]1[CH:40]=[CH:39][S:38][CH:37]=1)[CH3:35].